Dataset: Forward reaction prediction with 1.9M reactions from USPTO patents (1976-2016). Task: Predict the product of the given reaction. The product is: [CH3:1][N:2]([CH3:19])[C:3](=[O:18])[C@H:4]([O:6][C:7]1[CH:16]=[CH:15][CH:14]=[C:13]2[C:8]=1[C:9]([NH:59][C:55]1[CH:54]=[C:53]3[C:58](=[CH:57][CH:56]=1)[N:50]([CH2:49][C:47]1[N:46]=[CH:45][S:44][CH:48]=1)[N:51]=[CH:52]3)=[N:10][CH:11]=[N:12]2)[CH3:5]. Given the reactants [CH3:1][N:2]([CH3:19])[C:3](=[O:18])[C@H:4]([O:6][C:7]1[CH:16]=[CH:15][CH:14]=[C:13]2[C:8]=1[C:9](=O)[NH:10][CH:11]=[N:12]2)[CH3:5].C1(P(C2C=CC=CC=2)C2C=CC=CC=2)C=CC=CC=1.C(Cl)(Cl)(Cl)Cl.[S:44]1[CH:48]=[C:47]([CH2:49][N:50]2[C:58]3[C:53](=[CH:54][C:55]([NH2:59])=[CH:56][CH:57]=3)[CH:52]=[N:51]2)[N:46]=[CH:45]1, predict the reaction product.